This data is from Reaction yield outcomes from USPTO patents with 853,638 reactions. The task is: Predict the reaction yield, written as a fraction of the theoretical maximum amount of product (1.0 means a 100% yield; for example, 0.34 means a 34% yield). (1) The reactants are Br[CH2:2][C:3]([C:5]1[CH:10]=[CH:9][C:8]([CH3:11])=[CH:7][CH:6]=1)=O.[NH2:12][C:13]1[CH:18]=[CH:17][C:16]([C:19]([O:21][CH3:22])=[O:20])=[CH:15][N:14]=1. The catalyst is C(O)C. The product is [C:8]1([CH3:11])[CH:9]=[CH:10][C:5]([C:3]2[N:12]=[C:13]3[CH:18]=[CH:17][C:16]([C:19]([O:21][CH3:22])=[O:20])=[CH:15][N:14]3[CH:2]=2)=[CH:6][CH:7]=1. The yield is 0.800. (2) The reactants are [CH2:1]([N:5]=[C:6]=[O:7])[CH2:2][CH2:3][CH3:4].[CH2:8]([O:15][C:16]1[CH:21]=[C:20]([O:22][CH2:23][C:24]2[CH:29]=[CH:28][CH:27]=[CH:26][CH:25]=2)[CH:19]=[CH:18][C:17]=1[CH:30]1[CH2:35][CH2:34][NH:33][CH2:32][CH2:31]1)[C:9]1[CH:14]=[CH:13][CH:12]=[CH:11][CH:10]=1. The catalyst is O1CCCC1.C(N(CC)C(C)C)(C)C. The product is [CH2:1]([NH:5][C:6]([N:33]1[CH2:32][CH2:31][CH:30]([C:17]2[CH:18]=[CH:19][C:20]([O:22][CH2:23][C:24]3[CH:29]=[CH:28][CH:27]=[CH:26][CH:25]=3)=[CH:21][C:16]=2[O:15][CH2:8][C:9]2[CH:14]=[CH:13][CH:12]=[CH:11][CH:10]=2)[CH2:35][CH2:34]1)=[O:7])[CH2:2][CH2:3][CH3:4]. The yield is 0.780. (3) The reactants are Cl[C:2]1[CH:7]=[CH:6][N:5]=[C:4]([NH:8][C:9]2[CH:14]=[CH:13][CH:12]=[C:11]([Cl:15])[CH:10]=2)[N:3]=1.[NH2:16][CH2:17][C@@H:18]1[CH2:22][CH2:21][CH2:20][N:19]1[C:23]([O:25][C:26]([CH3:29])([CH3:28])[CH3:27])=[O:24].C(N(C(C)C)CC)(C)C. The catalyst is C1COCC1. The product is [Cl:15][C:11]1[CH:10]=[C:9]([NH:8][C:4]2[N:3]=[C:2]([NH:16][CH2:17][C@@H:18]3[CH2:22][CH2:21][CH2:20][N:19]3[C:23]([O:25][C:26]([CH3:29])([CH3:28])[CH3:27])=[O:24])[CH:7]=[CH:6][N:5]=2)[CH:14]=[CH:13][CH:12]=1. The yield is 0.320. (4) The reactants are [N+:1]([C:4]1[CH:5]=[C:6]2[C:10](=[CH:11][CH:12]=1)[NH:9][C:8]([C:13]1[CH:18]=[CH:17][CH:16]=[CH:15][CH:14]=1)=[CH:7]2)([O-])=O. The catalyst is CO.[Ni]. The product is [C:13]1([C:8]2[NH:9][C:10]3[C:6]([CH:7]=2)=[CH:5][C:4]([NH2:1])=[CH:12][CH:11]=3)[CH:14]=[CH:15][CH:16]=[CH:17][CH:18]=1. The yield is 0.770. (5) The reactants are [N+:1]([C:4]1[CH:5]=[C:6]2[C:10](=[CH:11][CH:12]=1)[N:9]([CH2:13][C:14]1[CH:22]=[CH:21][C:17]([C:18](O)=[O:19])=[CH:16][CH:15]=1)[CH:8]=[CH:7]2)([O-:3])=[O:2].Cl.CN(C)CCCN=C=NCC.O.ON1C2C=CC=CC=2N=N1.Cl.[CH2:47]([O:49][C:50](=[O:60])[C@H:51]([CH2:53][C:54]1[CH:59]=[CH:58][CH:57]=[CH:56][CH:55]=1)[NH2:52])[CH3:48].CN1CCOCC1. The catalyst is C(Cl)Cl. The product is [N+:1]([C:4]1[CH:5]=[C:6]2[C:10](=[CH:11][CH:12]=1)[N:9]([CH2:13][C:14]1[CH:22]=[CH:21][C:17]([C:18]([NH:52][C@H:51]([C:50]([O:49][CH2:47][CH3:48])=[O:60])[CH2:53][C:54]3[CH:59]=[CH:58][CH:57]=[CH:56][CH:55]=3)=[O:19])=[CH:16][CH:15]=1)[CH:8]=[CH:7]2)([O-:3])=[O:2]. The yield is 0.900. (6) The reactants are [O:1]=[C:2]1[C:7]([CH2:8][C:9]2[CH:14]=[CH:13][C:12]([C:15]3[C:16]([C:21]#[N:22])=[CH:17][CH:18]=[CH:19][CH:20]=3)=[CH:11][CH:10]=2)=[C:6]([CH2:23][CH2:24][CH3:25])[N:5]2[N:26]=[CH:27][N:28]=[C:4]2[NH:3]1.Br[CH2:30][C:31]([O:33][C:34]([CH3:37])([CH3:36])[CH3:35])=[O:32].C(=O)([O-])[O-].[K+].[K+].CN(C)C=O. The catalyst is C(OCC)(=O)C. The product is [C:21]([C:16]1[CH:17]=[CH:18][CH:19]=[CH:20][C:15]=1[C:12]1[CH:11]=[CH:10][C:9]([CH2:8][C:7]2[C:2](=[O:1])[N:3]([CH2:30][C:31]([O:33][C:34]([CH3:37])([CH3:36])[CH3:35])=[O:32])[C:4]3[N:5]([N:26]=[CH:27][N:28]=3)[C:6]=2[CH2:23][CH2:24][CH3:25])=[CH:14][CH:13]=1)#[N:22]. The yield is 0.250. (7) The reactants are Br[C:2]1[C:7]([F:8])=[CH:6][C:5]([Cl:9])=[CH:4][N:3]=1.[C:10]([Cu])#[N:11]. No catalyst specified. The product is [Cl:9][C:5]1[CH:6]=[C:7]([F:8])[C:2]([C:10]#[N:11])=[N:3][CH:4]=1. The yield is 0.670.